From a dataset of Forward reaction prediction with 1.9M reactions from USPTO patents (1976-2016). Predict the product of the given reaction. Given the reactants [CH3:1][Si:2]([CH3:23])([CH3:22])[CH2:3][CH2:4][O:5][C:6]([N:8]1[CH2:13][CH:12]=[CH:11][CH2:10][CH:9]1OS(C(F)(F)F)(=O)=O)=[O:7].[C:24]([C:26]1[CH:27]=[C:28](B(O)O)[CH:29]=[CH:30][CH:31]=1)#[N:25].C([O-])([O-])=O.[Na+].[Na+].[Li+].[Cl-], predict the reaction product. The product is: [CH3:1][Si:2]([CH3:23])([CH3:22])[CH2:3][CH2:4][O:5][C:6]([N:8]1[CH2:13][CH:12]=[C:11]([C:30]2[CH:29]=[CH:28][CH:27]=[C:26]([C:24]#[N:25])[CH:31]=2)[CH2:10][CH2:9]1)=[O:7].